This data is from Reaction yield outcomes from USPTO patents with 853,638 reactions. The task is: Predict the reaction yield, written as a fraction of the theoretical maximum amount of product (1.0 means a 100% yield; for example, 0.34 means a 34% yield). (1) The reactants are Cl.FC1C=C(NC(=O)CC(NC2C=CC(F)=CC=2)=O)C=CC=1OC1C2=C(C)C(OCCN3CCOCC3)=CN2N=CN=1.[F:43][C:44]1[CH:70]=[C:69]([N+:71]([O-])=O)[CH:68]=[CH:67][C:45]=1[O:46][C:47]1[C:52]2=[C:53]([CH3:66])[C:54]([O:56][CH2:57][CH2:58][N:59]3[CH2:64][CH2:63][N:62]([CH3:65])[CH2:61][CH2:60]3)=[CH:55][N:51]2[N:50]=[CH:49][N:48]=1. No catalyst specified. The product is [F:43][C:44]1[CH:70]=[C:69]([NH2:71])[CH:68]=[CH:67][C:45]=1[O:46][C:47]1[C:52]2=[C:53]([CH3:66])[C:54]([O:56][CH2:57][CH2:58][N:59]3[CH2:60][CH2:61][N:62]([CH3:65])[CH2:63][CH2:64]3)=[CH:55][N:51]2[N:50]=[CH:49][N:48]=1. The yield is 0.510. (2) The yield is 0.190. The catalyst is O=P(Cl)(Cl)Cl. The product is [Cl:1][C:2]1[N:7]=[N:6][C:5]([NH:8][CH2:9][C:10]([C:13]2[CH:14]=[CH:15][C:16]([F:19])=[CH:17][CH:18]=2)([CH3:12])[CH3:11])=[C:4]([C:20]#[N:22])[CH:3]=1. The reactants are [Cl:1][C:2]1[N:7]=[N:6][C:5]([NH:8][CH2:9][C:10]([C:13]2[CH:18]=[CH:17][C:16]([F:19])=[CH:15][CH:14]=2)([CH3:12])[CH3:11])=[C:4]([C:20]([NH2:22])=O)[CH:3]=1. (3) The reactants are [F:1][C:2]1[CH:9]=[CH:8][C:5]([CH2:6][NH2:7])=[CH:4][CH:3]=1.[Cl:10][C:11]1[N:16]=[C:15]([Cl:17])[C:14]([C:18](Cl)=[O:19])=[CH:13][N:12]=1.C(N(CC)C(C)C)(C)C. The catalyst is ClCCl.CN(C)C1C=CN=CC=1. The product is [Cl:10][C:11]1[N:16]=[C:15]([Cl:17])[C:14]([C:18]([NH:7][CH2:6][C:5]2[CH:8]=[CH:9][C:2]([F:1])=[CH:3][CH:4]=2)=[O:19])=[CH:13][N:12]=1. The yield is 0.930. (4) The reactants are [Cl:1][C:2]1[CH:14]=[C:13]([N+:15]([O-])=O)[CH:12]=[CH:11][C:3]=1[O:4][CH2:5][C:6]1[S:7][CH:8]=[CH:9][N:10]=1.[NH4+].[Cl-]. The product is [Cl:1][C:2]1[CH:14]=[C:13]([NH2:15])[CH:12]=[CH:11][C:3]=1[O:4][CH2:5][C:6]1[S:7][CH:8]=[CH:9][N:10]=1. The yield is 0.850. The catalyst is [Zn].CO. (5) The product is [CH3:20][C:12]([S:8][C:4]1[CH:5]=[CH:6][CH:7]=[C:2]([CH3:1])[CH:3]=1)([CH3:21])[C:13]([O:15][C:16]([CH3:19])([CH3:18])[CH3:17])=[O:14]. The yield is 0.800. The reactants are [CH3:1][C:2]1[CH:7]=[CH:6][CH:5]=[C:4]([SH:8])[CH:3]=1.[OH-].[K+].Br[C:12]([CH3:21])([CH3:20])[C:13]([O:15][C:16]([CH3:19])([CH3:18])[CH3:17])=[O:14]. The catalyst is C(O)C.